From a dataset of Forward reaction prediction with 1.9M reactions from USPTO patents (1976-2016). Predict the product of the given reaction. (1) Given the reactants [N:1]([O-:3])=O.[Na+].[N:5]1[C:10]2[NH:11][C:12]3[CH:20]=[N:19][CH:18]=[CH:17][C:13]=3[CH2:14][C:15](=[O:16])[C:9]=2[CH:8]=[CH:7][CH:6]=1, predict the reaction product. The product is: [NH:5]1[C:10]2=[N:11][C:12]3[CH:20]=[N:19][CH:18]=[CH:17][C:13]=3/[C:14](=[N:1]/[OH:3])/[C:15](=[O:16])[C:9]2=[CH:8][CH:7]=[CH:6]1. (2) Given the reactants [C:1](Cl)(=[O:4])[CH2:2][CH3:3].[NH2:6][C:7]1[C:15]2[C:10](=[N:11][CH:12]=[C:13]([Br:30])[C:14]=2[N:16]2[CH2:21][CH2:20][CH2:19][C@@H:18]([NH:22][C:23](=[O:29])[O:24][C:25]([CH3:28])([CH3:27])[CH3:26])[CH2:17]2)[NH:9][CH:8]=1.[Li+].[OH-], predict the reaction product. The product is: [Br:30][C:13]1[C:14]([N:16]2[CH2:21][CH2:20][CH2:19][C@@H:18]([NH:22][C:23](=[O:29])[O:24][C:25]([CH3:27])([CH3:26])[CH3:28])[CH2:17]2)=[C:15]2[C:7]([NH:6][C:1](=[O:4])[CH2:2][CH3:3])=[CH:8][NH:9][C:10]2=[N:11][CH:12]=1. (3) Given the reactants [Cl:1][C:2]1[CH:3]=[CH:4][C:5]2[N:9]=[C:8]([C:10]3[CH:11]=[C:12]([C:16]4([CH3:23])[NH:21][C:20](=O)[CH2:19][O:18][CH2:17]4)[CH:13]=[CH:14][CH:15]=3)[NH:7][C:6]=2[CH:24]=1.COC1C=CC(P2(SP(C3C=CC(OC)=CC=3)(=S)S2)=[S:34])=CC=1, predict the reaction product. The product is: [Cl:1][C:2]1[CH:3]=[CH:4][C:5]2[N:9]=[C:8]([C:10]3[CH:11]=[C:12]([C:16]4([CH3:23])[NH:21][C:20](=[S:34])[CH2:19][O:18][CH2:17]4)[CH:13]=[CH:14][CH:15]=3)[NH:7][C:6]=2[CH:24]=1. (4) Given the reactants [OH:1][C:2]1[CH:7]=[C:6]([OH:8])C=[CH:4][N:3]=1.[Br:9][C:10]1[CH:11]=[C:12]([CH:15]=[C:16]([O:20][CH3:21])[C:17]=1[O:18][CH3:19])[CH:13]=O.[C:22](#[N:26])[CH2:23][C:24]#[N:25].C1N2CC[N:29](CC2)C1, predict the reaction product. The product is: [NH2:25][C:24]1[O:1][C:2]2[N:3]=[CH:4][N:29]=[C:6]([OH:8])[C:7]=2[CH:13]([C:12]2[CH:15]=[C:16]([O:20][CH3:21])[C:17]([O:18][CH3:19])=[C:10]([Br:9])[CH:11]=2)[C:23]=1[C:22]#[N:26]. (5) Given the reactants [Si:1]([O:18][CH2:19][CH2:20][CH2:21][C:22]1[CH:33]=[CH:32][C:25]([O:26][C:27]([CH3:31])([CH3:30])[CH2:28][OH:29])=[CH:24][CH:23]=1)([C:14]([CH3:17])([CH3:16])[CH3:15])([C:8]1[CH:13]=[CH:12][CH:11]=[CH:10][CH:9]=1)[C:2]1[CH:7]=[CH:6][CH:5]=[CH:4][CH:3]=1.CC(OI1(OC(C)=O)(OC(C)=O)OC(=O)C2C1=CC=CC=2)=O, predict the reaction product. The product is: [Si:1]([O:18][CH2:19][CH2:20][CH2:21][C:22]1[CH:33]=[CH:32][C:25]([O:26][C:27]([CH3:31])([CH3:30])[CH:28]=[O:29])=[CH:24][CH:23]=1)([C:14]([CH3:17])([CH3:16])[CH3:15])([C:2]1[CH:7]=[CH:6][CH:5]=[CH:4][CH:3]=1)[C:8]1[CH:9]=[CH:10][CH:11]=[CH:12][CH:13]=1. (6) The product is: [CH3:1][S:2]([C:5]1[CH:6]=[C:7]([CH2:11][CH2:12][C:13]([O:15][CH3:16])=[O:14])[CH:8]=[CH:9][CH:10]=1)(=[O:3])=[O:4]. Given the reactants [CH3:1][S:2]([C:5]1[CH:6]=[C:7](/[CH:11]=[CH:12]/[C:13]([O:15][CH3:16])=[O:14])[CH:8]=[CH:9][CH:10]=1)(=[O:4])=[O:3], predict the reaction product. (7) Given the reactants [CH3:1][O:2][C:3](=[O:22])[C:4]1[CH:9]=[CH:8][C:7]([N:10]2[CH2:15][CH2:14][N:13]([CH3:16])[CH2:12][CH2:11]2)=[C:6]([NH:17][CH2:18][CH2:19][O:20][CH3:21])[CH:5]=1.C=O.[BH3-][C:26]#N.[Na+], predict the reaction product. The product is: [CH3:1][O:2][C:3](=[O:22])[C:4]1[CH:9]=[CH:8][C:7]([N:10]2[CH2:11][CH2:12][N:13]([CH3:16])[CH2:14][CH2:15]2)=[C:6]([N:17]([CH2:18][CH2:19][O:20][CH3:21])[CH3:26])[CH:5]=1. (8) The product is: [CH3:1][C:2]1[CH:10]=[CH:9][CH:8]=[CH:7][C:3]=1[C:4]([NH:23][CH2:22][C:17]1([C:13]2[CH:12]=[N:11][CH:16]=[CH:15][CH:14]=2)[CH2:21][CH2:20][CH2:19][CH2:18]1)=[O:6]. Given the reactants [CH3:1][C:2]1[CH:10]=[CH:9][CH:8]=[CH:7][C:3]=1[C:4]([OH:6])=O.[N:11]1[CH:16]=[CH:15][CH:14]=[C:13]([C:17]2([CH2:22][NH2:23])[CH2:21][CH2:20][CH2:19][CH2:18]2)[CH:12]=1, predict the reaction product.